Dataset: Catalyst prediction with 721,799 reactions and 888 catalyst types from USPTO. Task: Predict which catalyst facilitates the given reaction. (1) Reactant: [C:1]([NH:4][C:5]1[S:6][C:7]([S:10][CH2:11][C:12]([NH:14][CH2:15][C:16](=[O:19])[CH2:17][CH3:18])=O)=[CH:8][N:9]=1)(=[O:3])[CH3:2].S(=O)(=O)(O)O.C([O-])(=O)C.[Na+]. Product: [CH2:17]([C:16]1[O:19][C:12]([CH2:11][S:10][C:7]2[S:6][C:5]([NH:4][C:1](=[O:3])[CH3:2])=[N:9][CH:8]=2)=[N:14][CH:15]=1)[CH3:18]. The catalyst class is: 152. (2) Reactant: [Br:1][C:2]1[N:10]=[CH:9][N:8]=[C:7]2[C:3]=1[N:4]=[CH:5][NH:6]2.[C:11](=O)([O-])[O-].[K+].[K+].CI. Product: [Br:1][C:2]1[N:10]=[CH:9][N:8]=[C:7]2[C:3]=1[N:4]=[CH:5][N:6]2[CH3:11]. The catalyst class is: 10. (3) Reactant: [OH:1][CH2:2][C:3]1[C:12]2[C:7](=[CH:8][CH:9]=[CH:10][CH:11]=2)[C:6]([C:13]([O:15]C)=[O:14])=[CH:5][CH:4]=1.[OH-].[Na+].Cl. Product: [OH:1][CH2:2][C:3]1[C:12]2[C:7](=[CH:8][CH:9]=[CH:10][CH:11]=2)[C:6]([C:13]([OH:15])=[O:14])=[CH:5][CH:4]=1. The catalyst class is: 5. (4) Reactant: [OH:1][C:2]1[CH:12]=[CH:11][C:5]([C:6](OCC)=[O:7])=[CH:4][C:3]=1[C:13]1[CH:18]=[CH:17][C:16]([O:19][CH3:20])=[CH:15][CH:14]=1.OC1C=CC(C(O)=O)=CC=1C1C=CC(OC)=CC=1.[H-].[H-].[H-].[H-].[Li+].[Al+3].[OH-].[Na+]. Product: [OH:1][C:2]1[CH:12]=[CH:11][C:5]([CH2:6][OH:7])=[CH:4][C:3]=1[C:13]1[CH:18]=[CH:17][C:16]([O:19][CH3:20])=[CH:15][CH:14]=1. The catalyst class is: 1. (5) Reactant: Cl.Cl.[CH3:3][N:4]1[CH2:10][CH2:9][C:8]2[CH:11]=[C:12]([NH2:15])[CH:13]=[CH:14][C:7]=2[CH2:6][CH2:5]1.C(N(C(C)C)CC)(C)C.[C:25]([OH:33])(=[O:32])[C:26]([CH2:28][C:29](O)=[O:30])=[CH2:27]. Product: [CH3:3][N:4]1[CH2:10][CH2:9][C:8]2[CH:11]=[C:12]([N:15]3[C:29](=[O:30])[CH2:28][CH:26]([C:25]([OH:33])=[O:32])[CH2:27]3)[CH:13]=[CH:14][C:7]=2[CH2:6][CH2:5]1. The catalyst class is: 2.